This data is from Full USPTO retrosynthesis dataset with 1.9M reactions from patents (1976-2016). The task is: Predict the reactants needed to synthesize the given product. (1) Given the product [CH3:22][C:3]1[C:2]([C:31]2[CH:35]=[CH:34][O:33][C:32]=2[CH3:36])=[N:11][C:10]2[C:5](=[CH:6][CH:7]=[CH:8][C:9]=2[C:12]2[NH:20][C:19]3[CH2:18][CH2:17][NH:16][C:15](=[O:21])[C:14]=3[CH:13]=2)[N:4]=1, predict the reactants needed to synthesize it. The reactants are: Cl[C:2]1[C:3]([CH3:22])=[N:4][C:5]2[C:10]([N:11]=1)=[C:9]([C:12]1[NH:20][C:19]3[CH2:18][CH2:17][NH:16][C:15](=[O:21])[C:14]=3[CH:13]=1)[CH:8]=[CH:7][CH:6]=2.CC1(C)C(C)(C)OB([C:31]2[CH:35]=[CH:34][O:33][C:32]=2[CH3:36])O1.C([O-])([O-])=O.[Na+].[Na+].CO.C(Cl)Cl. (2) Given the product [C:27]([O:26][P:20]([O:1][CH2:2][C:3]([NH:6][C:7](=[O:16])[O:8][CH2:9][C:10]1[CH:15]=[CH:14][CH:13]=[CH:12][CH:11]=1)([CH3:4])[CH3:5])([O:21][C:22]([CH3:23])([CH3:24])[CH3:25])=[O:46])([CH3:28])([CH3:29])[CH3:30], predict the reactants needed to synthesize it. The reactants are: [OH:1][CH2:2][C:3]([NH:6][C:7](=[O:16])[O:8][CH2:9][C:10]1[CH:15]=[CH:14][CH:13]=[CH:12][CH:11]=1)([CH3:5])[CH3:4].C(N(CC)[P:20]([O:26][C:27]([CH3:30])([CH3:29])[CH3:28])[O:21][C:22]([CH3:25])([CH3:24])[CH3:23])C.N1C=NN=N1.C1C=C(Cl)C=C(C(OO)=[O:46])C=1. (3) Given the product [CH2:3]1[CH2:4][O:5][P:14]([N:22]([CH2:23][CH2:24][Cl:25])[CH2:21][CH2:20][Cl:19])(=[O:13])[NH:1][CH2:2]1, predict the reactants needed to synthesize it. The reactants are: [NH2:1][CH2:2][CH2:3][CH2:4][OH:5].CN1CCOCC1.[O:13]=[P:14](Cl)(Cl)Cl.Cl.[Cl:19][CH2:20][CH2:21][NH:22][CH2:23][CH2:24][Cl:25]. (4) Given the product [F:10][C:5]([F:11])([CH:6]([OH:9])[CH2:7][CH3:8])[C:4]([OH:12])=[O:3], predict the reactants needed to synthesize it. The reactants are: C([O:3][C:4](=[O:12])[C:5]([F:11])([F:10])[CH:6]([OH:9])[CH2:7][CH3:8])C.CO.[OH-].[Na+].Cl.